This data is from Full USPTO retrosynthesis dataset with 1.9M reactions from patents (1976-2016). The task is: Predict the reactants needed to synthesize the given product. Given the product [CH3:33][C:34]1[CH:41]=[CH:40][C:37]([CH2:38][NH:39][C:28]([C:23]2[CH:24]=[N:25][C:26]3[C:21]([CH:22]=2)=[CH:20][CH:19]=[C:18]([NH:17][C:15]([C:10]2[C:9]([C:6]4[CH:7]=[CH:8][C:3]([C:2]([F:31])([F:32])[F:1])=[CH:4][CH:5]=4)=[CH:14][CH:13]=[CH:12][CH:11]=2)=[O:16])[CH:27]=3)=[O:29])=[CH:36][CH:35]=1, predict the reactants needed to synthesize it. The reactants are: [F:1][C:2]([F:32])([F:31])[C:3]1[CH:8]=[CH:7][C:6]([C:9]2[C:10]([C:15]([NH:17][C:18]3[CH:27]=[C:26]4[C:21]([CH:22]=[C:23]([C:28](O)=[O:29])[CH:24]=[N:25]4)=[CH:20][CH:19]=3)=[O:16])=[CH:11][CH:12]=[CH:13][CH:14]=2)=[CH:5][CH:4]=1.[CH3:33][C:34]1[CH:41]=[CH:40][C:37]([CH2:38][NH2:39])=[CH:36][CH:35]=1.Cl.CN(C)CCCN=C=NCC.ON1C2C=CC=CC=2N=N1.C(N(CC)CC)C.